From a dataset of NCI-60 drug combinations with 297,098 pairs across 59 cell lines. Regression. Given two drug SMILES strings and cell line genomic features, predict the synergy score measuring deviation from expected non-interaction effect. (1) Drug 1: C1=NC2=C(N=C(N=C2N1C3C(C(C(O3)CO)O)O)F)N. Drug 2: COC1=NC(=NC2=C1N=CN2C3C(C(C(O3)CO)O)O)N. Cell line: HT29. Synergy scores: CSS=0.471, Synergy_ZIP=-0.0567, Synergy_Bliss=-0.853, Synergy_Loewe=-0.823, Synergy_HSA=-1.70. (2) Drug 1: COC1=CC(=CC(=C1O)OC)C2C3C(COC3=O)C(C4=CC5=C(C=C24)OCO5)OC6C(C(C7C(O6)COC(O7)C8=CC=CS8)O)O. Drug 2: CN(CC1=CN=C2C(=N1)C(=NC(=N2)N)N)C3=CC=C(C=C3)C(=O)NC(CCC(=O)O)C(=O)O. Cell line: SK-MEL-28. Synergy scores: CSS=27.7, Synergy_ZIP=-6.32, Synergy_Bliss=2.25, Synergy_Loewe=-0.373, Synergy_HSA=-0.128. (3) Drug 1: C1C(C(OC1N2C=NC3=C(N=C(N=C32)Cl)N)CO)O. Drug 2: CCN(CC)CCCC(C)NC1=C2C=C(C=CC2=NC3=C1C=CC(=C3)Cl)OC. Cell line: UACC62. Synergy scores: CSS=45.1, Synergy_ZIP=-3.88, Synergy_Bliss=-6.31, Synergy_Loewe=-33.2, Synergy_HSA=-5.16. (4) Drug 1: CC1C(C(=O)NC(C(=O)N2CCCC2C(=O)N(CC(=O)N(C(C(=O)O1)C(C)C)C)C)C(C)C)NC(=O)C3=C4C(=C(C=C3)C)OC5=C(C(=O)C(=C(C5=N4)C(=O)NC6C(OC(=O)C(N(C(=O)CN(C(=O)C7CCCN7C(=O)C(NC6=O)C(C)C)C)C)C(C)C)C)N)C. Drug 2: C1CN1P(=S)(N2CC2)N3CC3. Cell line: OVCAR-4. Synergy scores: CSS=-0.582, Synergy_ZIP=-0.0361, Synergy_Bliss=-0.531, Synergy_Loewe=-1.93, Synergy_HSA=-1.87. (5) Drug 1: COCCOC1=C(C=C2C(=C1)C(=NC=N2)NC3=CC=CC(=C3)C#C)OCCOC.Cl. Drug 2: CC1C(C(CC(O1)OC2CC(CC3=C2C(=C4C(=C3O)C(=O)C5=C(C4=O)C(=CC=C5)OC)O)(C(=O)CO)O)N)O.Cl. Cell line: NCI-H522. Synergy scores: CSS=49.0, Synergy_ZIP=-3.07, Synergy_Bliss=-4.41, Synergy_Loewe=-15.0, Synergy_HSA=-1.22. (6) Drug 1: CCN(CC)CCNC(=O)C1=C(NC(=C1C)C=C2C3=C(C=CC(=C3)F)NC2=O)C. Drug 2: CC(C)(C#N)C1=CC(=CC(=C1)CN2C=NC=N2)C(C)(C)C#N. Cell line: SW-620. Synergy scores: CSS=8.55, Synergy_ZIP=-4.86, Synergy_Bliss=0.945, Synergy_Loewe=0.775, Synergy_HSA=1.40. (7) Drug 1: C1=CC=C(C=C1)NC(=O)CCCCCCC(=O)NO. Drug 2: CC1CCCC2(C(O2)CC(NC(=O)CC(C(C(=O)C(C1O)C)(C)C)O)C(=CC3=CSC(=N3)C)C)C. Cell line: COLO 205. Synergy scores: CSS=53.0, Synergy_ZIP=2.66, Synergy_Bliss=1.80, Synergy_Loewe=3.06, Synergy_HSA=6.70. (8) Drug 1: CC1CCC2CC(C(=CC=CC=CC(CC(C(=O)C(C(C(=CC(C(=O)CC(OC(=O)C3CCCCN3C(=O)C(=O)C1(O2)O)C(C)CC4CCC(C(C4)OC)OCCO)C)C)O)OC)C)C)C)OC. Drug 2: C#CCC(CC1=CN=C2C(=N1)C(=NC(=N2)N)N)C3=CC=C(C=C3)C(=O)NC(CCC(=O)O)C(=O)O. Cell line: ACHN. Synergy scores: CSS=65.5, Synergy_ZIP=0.324, Synergy_Bliss=-1.55, Synergy_Loewe=-5.42, Synergy_HSA=-0.0279.